Predict the product of the given reaction. From a dataset of Forward reaction prediction with 1.9M reactions from USPTO patents (1976-2016). Given the reactants [Br:1][C:2]1[CH:3]=[C:4]([NH:9][C:10]2[N:18]=[CH:17][C:16]([F:19])=[CH:15][C:11]=2[C:12]([OH:14])=O)[CH:5]=[C:6]([CH3:8])[CH:7]=1.[NH2:20][C@@H:21]1[CH2:26][CH2:25][C@H:24]([NH:27][C:28](=[O:34])[O:29][C:30]([CH3:33])([CH3:32])[CH3:31])[CH2:23][CH2:22]1, predict the reaction product. The product is: [C:30]([O:29][C:28](=[O:34])[NH:27][C@H:24]1[CH2:23][CH2:22][C@@H:21]([NH:20][C:12]([C:11]2[C:10]([NH:9][C:4]3[CH:5]=[C:6]([CH3:8])[CH:7]=[C:2]([Br:1])[CH:3]=3)=[N:18][CH:17]=[C:16]([F:19])[CH:15]=2)=[O:14])[CH2:26][CH2:25]1)([CH3:33])([CH3:31])[CH3:32].